This data is from Catalyst prediction with 721,799 reactions and 888 catalyst types from USPTO. The task is: Predict which catalyst facilitates the given reaction. (1) Reactant: [NH2:1][C:2]1[CH:3]=[C:4]([C:9]([Br:12])=[CH:10][N:11]=1)[C:5]([O:7][CH3:8])=[O:6].[CH2:13]([N:16]=[C:17]=[O:18])[CH2:14][CH3:15]. Product: [Br:12][C:9]1[C:4]([C:5]([O:7][CH3:8])=[O:6])=[CH:3][C:2]([NH:1][C:17]([NH:16][CH2:13][CH2:14][CH3:15])=[O:18])=[N:11][CH:10]=1. The catalyst class is: 22. (2) Reactant: Cl[C:2]1[C:7]2[CH:8]=[CH:9][O:10][C:6]=2[CH:5]=[CH:4][N:3]=1.[CH3:11][O-:12].[Na+]. Product: [CH3:11][O:12][C:2]1[C:7]2[CH:8]=[CH:9][O:10][C:6]=2[CH:5]=[CH:4][N:3]=1. The catalyst class is: 18. (3) Reactant: Br[CH2:2][C:3]([C:5]1[CH:10]=[CH:9][CH:8]=[C:7]([CH3:11])[CH:6]=1)=[O:4].[S-:12][C:13]#[N:14].[K+].O. Product: [CH3:11][C:7]1[CH:6]=[C:5]([C:3](=[O:4])[CH2:2][S:12][C:13]#[N:14])[CH:10]=[CH:9][CH:8]=1. The catalyst class is: 8. (4) The catalyst class is: 205. Reactant: CN1CCC2NC3[CH:8]=[CH:9][C:10]([C:13]([F:16])([F:15])[F:14])=[CH:11]C=3C=2C1.[NH:19]1[CH2:26][CH2:25][CH2:24][C@H:20]1[C:21](O)=O.P([O-])([O-])([O-])=O.[K+].[K+].[K+].Br[CH:36]=[C:37]([C:39]1[CH:40]=[CH:41][C:42]([CH3:45])=[N:43][CH:44]=1)[CH3:38].[CH3:46][N:47]([CH:49]=O)[CH3:48]. Product: [CH3:46][N:47]1[CH2:49][CH2:21][C:20]2[N:19](/[CH:36]=[C:37](/[C:39]3[CH:44]=[N:43][C:42]([CH3:45])=[CH:41][CH:40]=3)\[CH3:38])[C:26]3[CH:11]=[C:10]([C:13]([F:14])([F:16])[F:15])[CH:9]=[CH:8][C:25]=3[C:24]=2[CH2:48]1.